The task is: Predict the reactants needed to synthesize the given product.. This data is from Full USPTO retrosynthesis dataset with 1.9M reactions from patents (1976-2016). (1) Given the product [CH2:18]([O:25][C:26]1[CH:27]=[C:28]([C:32]([CH3:36])([CH3:35])[CH:33]=[O:8])[CH:29]=[CH:30][CH:31]=1)[C:19]1[CH:24]=[CH:23][CH:22]=[CH:21][CH:20]=1, predict the reactants needed to synthesize it. The reactants are: C([O:8]C1C=C(CC#N)C=CC=1)C1C=CC=CC=1.[CH2:18]([O:25][C:26]1[CH:27]=[C:28]([C:32]([CH3:36])([CH3:35])[C:33]#N)[CH:29]=[CH:30][CH:31]=1)[C:19]1[CH:24]=[CH:23][CH:22]=[CH:21][CH:20]=1.CBr.CC(C[AlH]CC(C)C)C. (2) Given the product [Cl:1][C:2]1[CH:7]=[C:6]([F:8])[CH:5]=[CH:4][C:3]=1[S:9]([C@H:12]1[CH2:16][N:15]([C:40]([CH:37]2[CH2:38][CH2:39][N:36]2[CH:33]2[CH2:32][CH2:31][N:30]([C:28]([O:27][CH2:25][CH3:26])=[O:29])[CH2:35][CH2:34]2)=[O:41])[C@H:14]([C:17](=[O:18])[NH:19][C:20]2([C:23]#[N:24])[CH2:22][CH2:21]2)[CH2:13]1)(=[O:10])=[O:11], predict the reactants needed to synthesize it. The reactants are: [Cl:1][C:2]1[CH:7]=[C:6]([F:8])[CH:5]=[CH:4][C:3]=1[S:9]([C@H:12]1[CH2:16][NH:15][C@H:14]([C:17]([NH:19][C:20]2([C:23]#[N:24])[CH2:22][CH2:21]2)=[O:18])[CH2:13]1)(=[O:11])=[O:10].[CH2:25]([O:27][C:28]([N:30]1[CH2:35][CH2:34][CH:33]([N:36]2[CH2:39][CH2:38][CH:37]2[C:40]([O-])=[O:41])[CH2:32][CH2:31]1)=[O:29])[CH3:26].[Li+]. (3) Given the product [C:18]([OH:19])(=[O:23])[CH3:17].[NH2:11][C:9]1[N:8]=[CH:7][N:6]=[C:5]2[N:4]([CH:12]3[CH2:16][CH2:15][N:14]([CH2:17][CH2:18][O:19][CH3:20])[CH2:13]3)[N:3]=[C:2]([C:29]3[CH:34]=[CH:33][C:32]([NH:35][C:36]4[O:37][C:38]5[CH:44]=[CH:43][C:42]([CH2:45][CH3:46])=[CH:41][C:39]=5[N:40]=4)=[CH:31][CH:30]=3)[C:10]=12, predict the reactants needed to synthesize it. The reactants are: I[C:2]1[C:10]2[C:5](=[N:6][CH:7]=[N:8][C:9]=2[NH2:11])[N:4]([CH:12]2[CH2:16][CH2:15][N:14]([CH2:17][CH2:18][O:19][CH3:20])[CH2:13]2)[N:3]=1.CC1(C)C(C)(C)OB([C:29]2[CH:34]=[CH:33][C:32]([NH:35][C:36]3[O:37][C:38]4[CH:44]=[CH:43][C:42]([CH2:45][CH3:46])=[CH:41][C:39]=4[N:40]=3)=[CH:31][CH:30]=2)[O:23]1.NC1N=CN=C2N([C@H]3CC[C@@H](N4CCN(C)CC4)CC3)N=C(C3C=CC(NC4OC5C=CC=CC=5N=4)=C(F)C=3)C=12. (4) Given the product [Br:1][C:2]1[CH:3]=[N:4][N:5]([CH2:7][C:17]([CH3:11])([OH:18])[CH:16]=[CH2:15])[CH:6]=1, predict the reactants needed to synthesize it. The reactants are: [Br:1][C:2]1[CH:3]=[N:4][N:5]([CH2:7]C(=O)C)[CH:6]=1.[CH:11]([Mg]Br)=C.[CH2:15]1C[O:18][CH2:17][CH2:16]1. (5) Given the product [NH2:26][C:6]1[CH:5]=[CH:4][C:3]([O:2][CH3:1])=[CH:25][C:7]=1[CH2:8][N:9]([CH2:19][C:20]([O:22][CH2:23][CH3:24])=[O:21])[C:10](=[O:18])[C:11]1[CH:16]=[CH:15][C:14]([Cl:17])=[CH:13][CH:12]=1, predict the reactants needed to synthesize it. The reactants are: [CH3:1][O:2][C:3]1[CH:4]=[CH:5][C:6]([N+:26]([O-])=O)=[C:7]([CH:25]=1)[CH2:8][N:9]([CH2:19][C:20]([O:22][CH2:23][CH3:24])=[O:21])[C:10](=[O:18])[C:11]1[CH:16]=[CH:15][C:14]([Cl:17])=[CH:13][CH:12]=1.[H][H].